From a dataset of Full USPTO retrosynthesis dataset with 1.9M reactions from patents (1976-2016). Predict the reactants needed to synthesize the given product. (1) Given the product [ClH:32].[ClH:40].[C:24]([C:20]1[CH:19]=[C:18]([C:15]2([NH:14][C@@H:11]3[C@@H:12]([OH:13])[C@H:7]([CH2:6][C:5]4[CH:30]=[CH:31][C:2]([NH:1][C:33]5[CH:38]=[C:37]([Cl:39])[N:36]=[CH:35][N:34]=5)=[CH:3][CH:4]=4)[CH2:8][S:9](=[O:29])(=[O:28])[CH2:10]3)[CH2:17][CH2:16]2)[CH:23]=[CH:22][CH:21]=1)([CH3:27])([CH3:25])[CH3:26], predict the reactants needed to synthesize it. The reactants are: [NH2:1][C:2]1[CH:31]=[CH:30][C:5]([CH2:6][C@H:7]2[C@H:12]([OH:13])[C@@H:11]([NH:14][C:15]3([C:18]4[CH:23]=[CH:22][CH:21]=[C:20]([C:24]([CH3:27])([CH3:26])[CH3:25])[CH:19]=4)[CH2:17][CH2:16]3)[CH2:10][S:9](=[O:29])(=[O:28])[CH2:8]2)=[CH:4][CH:3]=1.[Cl:32][C:33]1[CH:38]=[C:37]([Cl:39])[N:36]=[CH:35][N:34]=1.[ClH:40]. (2) Given the product [Cl:10][C:6]1[C:7]([F:9])=[CH:8][C:3]([C:1]#[N:2])=[C:4]([O:18][CH:15]2[CH2:16][CH2:17][N:13]([CH3:12])[CH2:14]2)[N:5]=1, predict the reactants needed to synthesize it. The reactants are: [C:1]([C:3]1[C:4](Cl)=[N:5][C:6]([Cl:10])=[C:7]([F:9])[CH:8]=1)#[N:2].[CH3:12][N:13]1[CH2:17][CH2:16][CH:15]([OH:18])[CH2:14]1. (3) Given the product [NH2:1][C@@H:2]1[CH2:7][C:6]([CH2:8][O:9][C:10]2[CH:11]=[C:12]([CH:17]=[CH:18][CH:19]=2)[C:13]([OH:15])=[O:14])=[C:5]([C:20]2[CH:21]=[N:22][CH:23]=[CH:24][CH:25]=2)[CH2:4][C@H:3]1[C:26]1[CH:31]=[CH:30][C:29]([Cl:32])=[CH:28][C:27]=1[Cl:33], predict the reactants needed to synthesize it. The reactants are: [NH2:1][C@@H:2]1[CH2:7][C:6]([CH2:8][O:9][C:10]2[CH:11]=[C:12]([CH:17]=[CH:18][CH:19]=2)[C:13]([O:15]C)=[O:14])=[C:5]([C:20]2[CH:21]=[N:22][CH:23]=[CH:24][CH:25]=2)[CH2:4][C@H:3]1[C:26]1[CH:31]=[CH:30][C:29]([Cl:32])=[CH:28][C:27]=1[Cl:33].O1CCCC1.O.[Li+].[OH-].Cl. (4) Given the product [CH2:2]([N:9]1[CH2:14][CH2:13][O:12][CH:11]([C:15]2[O:17][N:69]=[C:62]([C:63]3[CH:68]=[CH:67][CH:66]=[CH:65][CH:64]=3)[N:61]=2)[CH2:10]1)[C:3]1[CH:4]=[CH:5][CH:6]=[CH:7][CH:8]=1, predict the reactants needed to synthesize it. The reactants are: Cl.[CH2:2]([N:9]1[CH2:14][CH2:13][O:12][CH:11]([C:15]([OH:17])=O)[CH2:10]1)[C:3]1[CH:8]=[CH:7][CH:6]=[CH:5][CH:4]=1.F[B-](F)(F)F.N1(OC(N(C)C)=[N+](C)C)C2C=CC=CC=2N=N1.O.ON1C2C=CC=CC=2N=N1.C(N(CC)C(C)C)(C)C.O[N:61]=[C:62]([NH2:69])[C:63]1[CH:68]=[CH:67][CH:66]=[CH:65][CH:64]=1. (5) Given the product [NH2:6][C:5]1[C:12]([CH3:14])=[CH:13][C:2]([Cl:1])=[CH:3][C:4]=1[C:9]([NH:17][NH:16][C:15]([O:19][CH3:20])=[O:18])=[O:10], predict the reactants needed to synthesize it. The reactants are: [Cl:1][C:2]1[CH:13]=[C:12]([CH3:14])[C:5]2[NH:6]C(=O)O[C:9](=[O:10])[C:4]=2[CH:3]=1.[C:15]([O:19][CH3:20])(=[O:18])[NH:16][NH2:17].CO. (6) The reactants are: [Cl:1][C:2]1[C:3]([N:8]2[C:12]([C:13]([O:15][CH3:16])=[O:14])=[CH:11][C:10]([CH:17]=[O:18])=[N:9]2)=[N:4][CH:5]=[CH:6][CH:7]=1.[I-].[CH3:20][S+](C)C.CC([O-])(C)C.[K+].O. Given the product [Cl:1][C:2]1[C:3]([N:8]2[C:12]([C:13]([O:15][CH3:16])=[O:14])=[CH:11][C:10]([CH:17]3[CH2:20][O:18]3)=[N:9]2)=[N:4][CH:5]=[CH:6][CH:7]=1, predict the reactants needed to synthesize it. (7) Given the product [NH2:13][C:9]1[CH:10]=[CH:11][CH:12]=[C:5]([N+:2]([O-:4])=[O:3])[C:6]=1[C:7]#[N:8], predict the reactants needed to synthesize it. The reactants are: Cl.[N+:2]([C:5]1[CH:12]=[CH:11][CH:10]=[C:9]([N+:13]([O-])=O)[C:6]=1[C:7]#[N:8])([O-:4])=[O:3].CCOC(C)=O.O. (8) The reactants are: Br[C:2]1[CH:7]=[CH:6][CH:5]=[CH:4][CH:3]=1.[CH2:8]([N:15]1[CH2:20][CH2:19][NH:18][C:17](=[O:21])[CH2:16]1)[C:9]1[CH:14]=[CH:13][CH:12]=[CH:11][CH:10]=1.C(=O)([O-])[O-].[K+].[K+]. Given the product [CH2:8]([N:15]1[CH2:20][CH2:19][N:18]([C:2]2[CH:7]=[CH:6][CH:5]=[CH:4][CH:3]=2)[C:17](=[O:21])[CH2:16]1)[C:9]1[CH:10]=[CH:11][CH:12]=[CH:13][CH:14]=1, predict the reactants needed to synthesize it. (9) Given the product [CH3:24][O:23][CH2:22][CH2:21][N:20]([CH2:3][C:4]1[N:5]=[C:6]([NH2:9])[S:7][CH:8]=1)[CH3:19], predict the reactants needed to synthesize it. The reactants are: Cl.Cl[CH2:3][C:4]1[N:5]=[C:6]([NH2:9])[S:7][CH:8]=1.CCN(C(C)C)C(C)C.[CH3:19][NH:20][CH2:21][CH2:22][O:23][CH3:24]. (10) Given the product [F:24][C:25]1([F:29])[CH2:28][N:27]([C:6]([C:5]2[CH:4]=[CH:3][C:2]([I:1])=[CH:10][CH:9]=2)=[O:8])[CH2:26]1, predict the reactants needed to synthesize it. The reactants are: [I:1][C:2]1[CH:10]=[CH:9][C:5]([C:6]([OH:8])=O)=[CH:4][CH:3]=1.C(N1C=CN=C1)(N1C=CN=C1)=O.Cl.[F:24][C:25]1([F:29])[CH2:28][NH:27][CH2:26]1.C(N(CC)CC)C.